Task: Regression. Given two drug SMILES strings and cell line genomic features, predict the synergy score measuring deviation from expected non-interaction effect.. Dataset: NCI-60 drug combinations with 297,098 pairs across 59 cell lines Drug 1: CN(C)N=NC1=C(NC=N1)C(=O)N. Drug 2: C1C(C(OC1N2C=NC3=C2NC=NCC3O)CO)O. Cell line: SK-MEL-28. Synergy scores: CSS=-0.173, Synergy_ZIP=0.499, Synergy_Bliss=1.15, Synergy_Loewe=0.175, Synergy_HSA=-0.288.